From a dataset of Forward reaction prediction with 1.9M reactions from USPTO patents (1976-2016). Predict the product of the given reaction. (1) Given the reactants [N+:1]([CH2:4][C:5]([C:7]1[CH:12]=[C:11]([F:13])[C:10]([F:14])=[CH:9][C:8]=1[F:15])=[O:6])([O-:3])=[O:2].I[CH2:17][C:18]([CH2:20]I)=[CH2:19], predict the reaction product. The product is: [CH2:17]=[C:18]1[CH2:20][C:4]([N+:1]([O-:3])=[O:2])=[C:5]([C:7]2[CH:12]=[C:11]([F:13])[C:10]([F:14])=[CH:9][C:8]=2[F:15])[O:6][CH2:19]1. (2) Given the reactants Cl[C:2]1[CH:3]=[CH:4][N:5]2[C:10]([C:11]=1[CH3:12])=[C:9]([CH:13]1[CH2:15][CH2:14]1)[CH:8]=[C:7]([C:16]([O:18][CH3:19])=[O:17])[C:6]2=[O:20].[C:21]([C:23]1[CH:28]=[CH:27][C:26](B(O)O)=[CH:25][CH:24]=1)#[N:22], predict the reaction product. The product is: [C:21]([C:23]1[CH:28]=[CH:27][C:26]([C:2]2[CH:3]=[CH:4][N:5]3[C:10]([C:11]=2[CH3:12])=[C:9]([CH:13]2[CH2:15][CH2:14]2)[CH:8]=[C:7]([C:16]([O:18][CH3:19])=[O:17])[C:6]3=[O:20])=[CH:25][CH:24]=1)#[N:22]. (3) Given the reactants [N+:1]([C:4]1[CH:9]=[CH:8][C:7]([C:10]2[CH:15]=[CH:14][C:13]([S:16]([N:19]3[C@@H:28]([C:29]([OH:31])=[O:30])[CH2:27][C:26]4[C:21](=[CH:22][CH:23]=[CH:24][CH:25]=4)[CH2:20]3)(=[O:18])=[O:17])=[CH:12][CH:11]=2)=[CH:6][CH:5]=1)([O-:3])=[O:2].S(Cl)(Cl)=O.[CH3:36]O, predict the reaction product. The product is: [N+:1]([C:4]1[CH:9]=[CH:8][C:7]([C:10]2[CH:11]=[CH:12][C:13]([S:16]([N:19]3[C@@H:28]([C:29]([O:31][CH3:36])=[O:30])[CH2:27][C:26]4[C:21](=[CH:22][CH:23]=[CH:24][CH:25]=4)[CH2:20]3)(=[O:17])=[O:18])=[CH:14][CH:15]=2)=[CH:6][CH:5]=1)([O-:3])=[O:2]. (4) Given the reactants [Li+].[Cl-].C1COCC1.[I:8][C:9]1[N:10]=[C:11]([C@@H:15]2[CH2:19][C@@H:18]([CH3:20])[CH2:17][N:16]2[C:21]([O:23][C:24]([CH3:27])([CH3:26])[CH3:25])=[O:22])[NH:12][C:13]=1I.C[Mg]Cl.C([Mg]Cl)(C)C.[NH4+].[Cl-], predict the reaction product. The product is: [I:8][C:9]1[N:10]=[C:11]([C@@H:15]2[CH2:19][C@@H:18]([CH3:20])[CH2:17][N:16]2[C:21]([O:23][C:24]([CH3:25])([CH3:27])[CH3:26])=[O:22])[NH:12][CH:13]=1.